From a dataset of Peptide-MHC class I binding affinity with 185,985 pairs from IEDB/IMGT. Regression. Given a peptide amino acid sequence and an MHC pseudo amino acid sequence, predict their binding affinity value. This is MHC class I binding data. (1) The peptide sequence is LEIICFHEY. The MHC is HLA-A30:01 with pseudo-sequence HLA-A30:01. The binding affinity (normalized) is 0.330. (2) The peptide sequence is AVLQSGFRK. The MHC is HLA-A02:06 with pseudo-sequence HLA-A02:06. The binding affinity (normalized) is 0.0244. (3) The peptide sequence is ITANPVVTK. The MHC is HLA-A68:01 with pseudo-sequence HLA-A68:01. The binding affinity (normalized) is 0.642. (4) The peptide sequence is ATYGTAVNK. The MHC is HLA-B46:01 with pseudo-sequence HLA-B46:01. The binding affinity (normalized) is 0.0847.